The task is: Predict the product of the given reaction.. This data is from Forward reaction prediction with 1.9M reactions from USPTO patents (1976-2016). (1) Given the reactants Cl.[F:2][C:3]([F:33])([F:32])[C:4]1[CH:5]=[C:6]([CH:25]=[C:26]([C:28]([F:31])([F:30])[F:29])[CH:27]=1)[CH2:7][N:8]([CH2:21][CH2:22][CH2:23][NH2:24])[C:9]([C:11]1[C:12]([Cl:20])=[N:13][C:14]([S:18][CH3:19])=[N:15][C:16]=1Cl)=[O:10].C(=O)([O-])[O-].[K+].[K+], predict the reaction product. The product is: [F:30][C:28]([F:31])([F:29])[C:26]1[CH:25]=[C:6]([CH:5]=[C:4]([C:3]([F:33])([F:2])[F:32])[CH:27]=1)[CH2:7][N:8]1[CH2:21][CH2:22][CH2:23][NH:24][C:16]2[N:15]=[C:14]([S:18][CH3:19])[N:13]=[C:12]([Cl:20])[C:11]=2[C:9]1=[O:10]. (2) Given the reactants [F:1][C:2]1[C:7]([F:8])=[CH:6][CH:5]=[C:4]([CH:9]=[CH2:10])[C:3]=1[NH:11][C:12]1[CH:17]=[CH:16][C:15]([I:18])=[CH:14][C:13]=1[F:19].CCCCCC.C(OCC)(=[O:28])C, predict the reaction product. The product is: [F:1][C:2]1[C:3]([NH:11][C:12]2[CH:17]=[CH:16][C:15]([I:18])=[CH:14][C:13]=2[F:19])=[C:4]([CH:9]([OH:28])[CH3:10])[CH:5]=[CH:6][C:7]=1[F:8]. (3) Given the reactants F[C:2]1[CH:15]=[CH:14][C:5]2[CH2:6][CH2:7][CH2:8][C:9](=O)[C:10](=[N:11][OH:12])[C:4]=2[CH:3]=1.[N:16]1C=CC=C[C:17]=1C=O.C([O-])(=O)C.[NH4+], predict the reaction product. The product is: [N:11]1([OH:12])[C:10]2[C:4]3[CH:3]=[CH:2][CH:15]=[CH:14][C:5]=3[CH2:6][CH2:7][CH2:8][C:9]=2[N:16]=[CH:17]1. (4) Given the reactants [NH2:1][C:2]1[C:7]([C:8]([C:10]2[C:15]([O:16]C)=[CH:14][CH:13]=[C:12]([F:18])[C:11]=2[F:19])=[O:9])=[CH:6][N:5]=[C:4]([NH:20][CH:21]2[CH2:26][CH2:25][N:24]([S:27]([CH3:30])(=[O:29])=[O:28])[CH2:23][CH2:22]2)[N:3]=1.[Cl-].[Al+3].[Cl-].[Cl-].C([O-])(O)=O.[Na+], predict the reaction product. The product is: [NH2:1][C:2]1[C:7]([C:8]([C:10]2[C:15]([OH:16])=[CH:14][CH:13]=[C:12]([F:18])[C:11]=2[F:19])=[O:9])=[CH:6][N:5]=[C:4]([NH:20][CH:21]2[CH2:22][CH2:23][N:24]([S:27]([CH3:30])(=[O:28])=[O:29])[CH2:25][CH2:26]2)[N:3]=1. (5) Given the reactants [F:1][C:2]1[C:7]([F:8])=[CH:6][CH:5]=[CH:4][C:3]=1[C@@H:9]1[CH2:19][CH2:18][C@@H:17]([N:20]2C(=O)C3C(=CC=CC=3)C2=O)[C:12]2=[N:13][CH:14]=[CH:15][N:16]=[C:11]2[C@H:10]1[NH:31][C:32](=[O:38])[O:33][C:34]([CH3:37])([CH3:36])[CH3:35].O.NN, predict the reaction product. The product is: [NH2:20][C@H:17]1[C:12]2=[N:13][CH:14]=[CH:15][N:16]=[C:11]2[C@@H:10]([NH:31][C:32](=[O:38])[O:33][C:34]([CH3:37])([CH3:36])[CH3:35])[C@H:9]([C:3]2[CH:4]=[CH:5][CH:6]=[C:7]([F:8])[C:2]=2[F:1])[CH2:19][CH2:18]1. (6) Given the reactants [Br:1][C:2]1[CH:3]=[CH:4][C:5]2[C@@:11]3([CH2:20][OH:21])[CH2:12][CH2:13][C:14]4([CH2:19][C@H:10]3[CH2:9][CH2:8][O:7][C:6]=2[CH:22]=1)[O:18][CH2:17][CH2:16][O:15]4.[Br:23][C:24]1[CH:25]=[CH:26][C:27]2[C@:33]3([CH2:42][OH:43])[CH2:34][CH2:35][C:36]4([CH2:41][C@@H:32]3[CH2:31][CH2:30][O:29][C:28]=2[CH:44]=1)[O:40][CH2:39][CH2:38][O:37]4.CC(OI1(OC(C)=O)(OC(C)=O)OC(=O)C2C=CC=CC1=2)=O, predict the reaction product. The product is: [Br:1][C:2]1[CH:3]=[CH:4][C:5]2[C@@:11]3([CH:20]=[O:21])[CH2:12][CH2:13][C:14]4([CH2:19][C@H:10]3[CH2:9][CH2:8][O:7][C:6]=2[CH:22]=1)[O:18][CH2:17][CH2:16][O:15]4.[Br:23][C:24]1[CH:25]=[CH:26][C:27]2[C@:33]3([CH:42]=[O:43])[CH2:34][CH2:35][C:36]4([CH2:41][C@@H:32]3[CH2:31][CH2:30][O:29][C:28]=2[CH:44]=1)[O:40][CH2:39][CH2:38][O:37]4.